Dataset: Forward reaction prediction with 1.9M reactions from USPTO patents (1976-2016). Task: Predict the product of the given reaction. (1) Given the reactants [CH:1]1([CH2:4][N:5]([CH2:42][CH:43]2[CH2:45][CH2:44]2)[C:6]2[C:15]([CH2:16][N:17]([CH2:26][C:27]3[CH:32]=[C:31]([C:33]([F:36])([F:35])[F:34])[CH:30]=[C:29]([C:37]([F:40])([F:39])[F:38])[CH:28]=3)[C:18]3[N:19]=[N:20][N:21]([CH2:23][CH2:24][OH:25])[N:22]=3)=[CH:14][C:13]3[C:8](=[C:9]([CH3:41])[CH:10]=[CH:11][CH:12]=3)[N:7]=2)[CH2:3][CH2:2]1.[OH-].[Na+].O.[CH3:49]SC, predict the reaction product. The product is: [F:36][C:33]([F:34])([F:35])[C:31]1[CH:32]=[C:27]([CH:28]=[C:29]([C:37]([F:39])([F:40])[F:38])[CH:30]=1)[CH2:26][N:17]([CH2:16][C:15]1[C:6]([N:5]([CH2:4][CH:1]2[CH2:2][CH2:3]2)[CH2:42][CH:43]2[CH2:45][CH2:44]2)=[N:7][C:8]2[C:13]([CH:14]=1)=[CH:12][CH:11]=[CH:10][C:9]=2[CH3:41])[C:18]1[N:19]=[N:20][N:21]([CH2:23][CH2:24][O:25][CH3:49])[N:22]=1. (2) Given the reactants [C:1]([C:3]1[C:4]([Cl:18])=[N:5][C:6](Cl)=[CH:7][C:8]=1[C:9]1[CH:14]=[CH:13][C:12]([F:15])=[CH:11][C:10]=1[CH3:16])#[N:2].[NH:19]1[CH2:24][CH2:23][S:22][CH2:21][CH2:20]1, predict the reaction product. The product is: [Cl:18][C:4]1[C:3]([C:1]#[N:2])=[C:8]([C:9]2[CH:14]=[CH:13][C:12]([F:15])=[CH:11][C:10]=2[CH3:16])[CH:7]=[C:6]([N:19]2[CH2:24][CH2:23][S:22][CH2:21][CH2:20]2)[N:5]=1. (3) Given the reactants CC(OC(/N=N/C(OC(C)C)=O)=O)C.C1(P(C2C=CC=CC=2)C2C=CC=CC=2)C=CC=CC=1.[CH2:34]([N:41]([CH2:50][C:51]1[CH:56]=[CH:55][CH:54]=[CH:53][CH:52]=1)[C@H:42]1[CH2:47][CH2:46][C@@H:45](O)[C@@H:44]([CH3:49])[CH2:43]1)[C:35]1[CH:40]=[CH:39][CH:38]=[CH:37][CH:36]=1.[CH2:57]([N:64]([CH2:73][C:74]1[CH:79]=[CH:78][CH:77]=[CH:76][CH:75]=1)[C@@H:65]1[CH2:70][CH2:69][C@H:68](O)[C@H:67]([CH3:72])[CH2:66]1)[C:58]1[CH:63]=[CH:62][CH:61]=[CH:60][CH:59]=1.P([N:96]=[N+:97]=[N-:98])(=O)(OC1C=CC=CC=1)OC1C=CC=CC=1, predict the reaction product. The product is: [N:96]([C@H:45]1[CH2:46][CH2:47][C@H:42]([N:41]([CH2:50][C:51]2[CH:56]=[CH:55][CH:54]=[CH:53][CH:52]=2)[CH2:34][C:35]2[CH:40]=[CH:39][CH:38]=[CH:37][CH:36]=2)[CH2:43][C@@H:44]1[CH3:49])=[N+:97]=[N-:98].[N:96]([C@@H:68]1[CH2:69][CH2:70][C@@H:65]([N:64]([CH2:73][C:74]2[CH:79]=[CH:78][CH:77]=[CH:76][CH:75]=2)[CH2:57][C:58]2[CH:63]=[CH:62][CH:61]=[CH:60][CH:59]=2)[CH2:66][C@H:67]1[CH3:72])=[N+:97]=[N-:98]. (4) Given the reactants [Br:1][C:2]1[CH:3]=[C:4]2[C:10](I)=[CH:9][N:8]([S:12]([C:15]3[CH:21]=[CH:20][C:18]([CH3:19])=[CH:17][CH:16]=3)(=[O:14])=[O:13])[C:5]2=[N:6][CH:7]=1.[F:22][C:23]1[CH:43]=[CH:42][C:41]([F:44])=[CH:40][C:24]=1[CH2:25][N:26]1[CH:30]=[C:29](B2OC(C)(C)C(C)(C)O2)[CH:28]=[N:27]1.C(=O)([O-])[O-].[Na+].[Na+], predict the reaction product. The product is: [Br:1][C:2]1[CH:3]=[C:4]2[C:10]([C:29]3[CH:28]=[N:27][N:26]([CH2:25][C:24]4[CH:40]=[C:41]([F:44])[CH:42]=[CH:43][C:23]=4[F:22])[CH:30]=3)=[CH:9][N:8]([S:12]([C:15]3[CH:21]=[CH:20][C:18]([CH3:19])=[CH:17][CH:16]=3)(=[O:14])=[O:13])[C:5]2=[N:6][CH:7]=1.